The task is: Predict which catalyst facilitates the given reaction.. This data is from Catalyst prediction with 721,799 reactions and 888 catalyst types from USPTO. (1) Reactant: [CH:1]1([O:7][C:8]2[N:13]=[CH:12][C:11]([C:14](O)=[O:15])=[CH:10][CH:9]=2)[CH2:6][CH2:5][CH2:4][CH2:3][CH2:2]1.[H-].[H-].[H-].[H-].[Li+].[Al+3]. Product: [CH:1]1([O:7][C:8]2[N:13]=[CH:12][C:11]([CH2:14][OH:15])=[CH:10][CH:9]=2)[CH2:2][CH2:3][CH2:4][CH2:5][CH2:6]1. The catalyst class is: 7. (2) Reactant: [C:1]([C:5]1[O:9][N:8]=[C:7]([NH:10][C:11]([CH:13]2[CH2:17][CH2:16][C:15](=[O:18])[N:14]2[C:19]2[CH:24]=[CH:23][C:22]([CH2:25][O:26]C)=[CH:21][CH:20]=2)=[O:12])[CH:6]=1)([CH3:4])([CH3:3])[CH3:2].C(S)C.[Cl-].[Cl-].[Cl-].[Al+3]. Product: [C:1]([C:5]1[O:9][N:8]=[C:7]([NH:10][C:11]([CH:13]2[CH2:17][CH2:16][C:15](=[O:18])[N:14]2[C:19]2[CH:20]=[CH:21][C:22]([CH2:25][OH:26])=[CH:23][CH:24]=2)=[O:12])[CH:6]=1)([CH3:4])([CH3:2])[CH3:3]. The catalyst class is: 6. (3) Reactant: FC(F)(F)S(O[C:7]1[C@@H:8]([C:31]([O:33][CH3:34])=[O:32])[N:9]([C:12]([C:25]2[CH:30]=[CH:29][CH:28]=[CH:27][CH:26]=2)([C:19]2[CH:24]=[CH:23][CH:22]=[CH:21][CH:20]=2)[C:13]2[CH:18]=[CH:17][CH:16]=[CH:15][CH:14]=2)[CH2:10][CH:11]=1)(=O)=O.[F:37][C:38]([F:49])([F:48])[C:39]1[CH:44]=[CH:43][C:42](B(O)O)=[CH:41][CH:40]=1.C([O-])([O-])=O.[K+].[K+].C1(C)C=CC=CC=1. Product: [F:37][C:38]([F:49])([F:48])[C:39]1[CH:44]=[CH:43][C:42]([C:7]2[C@@H:8]([C:31]([O:33][CH3:34])=[O:32])[N:9]([C:12]([C:19]3[CH:20]=[CH:21][CH:22]=[CH:23][CH:24]=3)([C:25]3[CH:30]=[CH:29][CH:28]=[CH:27][CH:26]=3)[C:13]3[CH:14]=[CH:15][CH:16]=[CH:17][CH:18]=3)[CH2:10][CH:11]=2)=[CH:41][CH:40]=1. The catalyst class is: 5. (4) Reactant: [CH2:1]([O:3][C:4](=[O:21])[C:5]([NH:7][C:8]1[C:17]([N+:18]([O-:20])=[O:19])=[CH:16][CH:15]=[C:14]2[C:9]=1[CH2:10][CH2:11][CH2:12][NH:13]2)=[O:6])[CH3:2].[CH2:22](Br)[C:23]1[CH:28]=[CH:27][CH:26]=[CH:25][CH:24]=1.C(=O)([O-])[O-].[Cs+].[Cs+]. Product: [CH2:1]([O:3][C:4](=[O:21])[C:5](=[O:6])[N:7]([CH2:22][C:23]1[CH:28]=[CH:27][CH:26]=[CH:25][CH:24]=1)[C:8]1[C:17]([N+:18]([O-:20])=[O:19])=[CH:16][CH:15]=[C:14]2[C:9]=1[CH2:10][CH2:11][CH2:12][NH:13]2)[CH3:2]. The catalyst class is: 10. (5) Reactant: O[CH:2]([CH3:17])[C:3]#[C:4][C:5]#[C:6][C:7]1[CH:16]=[CH:15][C:10]([C:11]([O:13][CH3:14])=[O:12])=[CH:9][CH:8]=1.CS(OS(C)(=O)=O)(=O)=O.CCN(CC)CC.[NH:34]1[CH2:39][CH2:38][O:37][CH2:36][CH2:35]1. Product: [O:37]1[CH2:38][CH2:39][N:34]([CH:2]([CH3:17])[C:3]#[C:4][C:5]#[C:6][C:7]2[CH:16]=[CH:15][C:10]([C:11]([O:13][CH3:14])=[O:12])=[CH:9][CH:8]=2)[CH2:35][CH2:36]1. The catalyst class is: 2. (6) The catalyst class is: 143. Reactant: [O:1]1[C:5]2([CH2:10][CH2:9][CH:8]([OH:11])[CH2:7][CH2:6]2)[O:4][CH2:3][CH2:2]1.C(N(CC)CC)C.[CH3:19][C:20]1[CH:25]=[CH:24][C:23]([S:26](Cl)(=[O:28])=[O:27])=[CH:22][CH:21]=1. Product: [O:1]1[C:5]2([CH2:10][CH2:9][CH:8]([O:11][S:26]([C:23]3[CH:24]=[CH:25][C:20]([CH3:19])=[CH:21][CH:22]=3)(=[O:28])=[O:27])[CH2:7][CH2:6]2)[O:4][CH2:3][CH2:2]1. (7) Reactant: C([O:3][CH:4](OCC)[C:5]1[CH:10]=[CH:9][N:8]=[C:7]([S:11][CH2:12][CH2:13][CH2:14][CH2:15][CH2:16][CH3:17])[N:6]=1)C.Cl.C([O-])([O-])=O.[Na+].[Na+]. Product: [CH2:12]([S:11][C:7]1[N:6]=[C:5]([CH:4]=[O:3])[CH:10]=[CH:9][N:8]=1)[CH2:13][CH2:14][CH2:15][CH2:16][CH3:17]. The catalyst class is: 1. (8) Reactant: [O:1]=[C:2]([C:13]1[O:14][C:15]([C:18]2[CH:23]=[CH:22][CH:21]=[CH:20][N:19]=2)=[CH:16][N:17]=1)[CH2:3][CH2:4][CH2:5][CH2:6][C:7]#[C:8][Si](C)(C)C.[N+](CCCC)(CCCC)(CCCC)CCCC.[F-]. Product: [O:1]=[C:2]([C:13]1[O:14][C:15]([C:18]2[CH:23]=[CH:22][CH:21]=[CH:20][N:19]=2)=[CH:16][N:17]=1)[CH2:3][CH2:4][CH2:5][CH2:6][C:7]#[CH:8]. The catalyst class is: 1. (9) Reactant: C(OC([N:8]1[CH2:13][CH2:12][N:11]([C:14]2[CH:15]=[C:16]([N:20]3[CH2:29][C@H:28]4[N:24]([CH2:25][CH2:26][CH2:27]4)[C:23]4[N:30]=[C:31]([NH:34][CH2:35][CH3:36])[N:32]=[CH:33][C:22]=4[C:21]3=[O:37])[CH:17]=[N:18][CH:19]=2)[CH2:10][CH2:9]1)=O)(C)(C)C.Cl.C(O)C. Product: [CH2:35]([NH:34][C:31]1[N:32]=[CH:33][C:22]2[C:21](=[O:37])[N:20]([C:16]3[CH:17]=[N:18][CH:19]=[C:14]([N:11]4[CH2:12][CH2:13][NH:8][CH2:9][CH2:10]4)[CH:15]=3)[CH2:29][C@H:28]3[N:24]([CH2:25][CH2:26][CH2:27]3)[C:23]=2[N:30]=1)[CH3:36]. The catalyst class is: 8.